From a dataset of Catalyst prediction with 721,799 reactions and 888 catalyst types from USPTO. Predict which catalyst facilitates the given reaction. (1) Reactant: [CH2:1]([NH:3][C:4]1[CH:9]=[CH:8][CH:7]=[CH:6][CH:5]=1)[CH3:2].[H-].[Na+].[C:12]([O:15][CH2:16]Br)(=[O:14])[CH3:13]. Product: [CH2:1]([N:3]([C:4]1[CH:9]=[CH:8][CH:7]=[CH:6][CH:5]=1)[CH2:13][C:12]([O:15][CH3:16])=[O:14])[CH3:2]. The catalyst class is: 57. (2) Reactant: [CH2:1]([NH:8][C:9]1([C:12]2[CH:17]=[CH:16][C:15]([C:18]#[CH:19])=[CH:14][CH:13]=2)[CH2:11][CH2:10]1)[C:2]1[CH:7]=[CH:6][CH:5]=[CH:4][CH:3]=1.[CH2:20]([O:22][C:23](=[O:31])[C:24]1[CH:29]=[CH:28][C:27](I)=[CH:26][CH:25]=1)[CH3:21]. Product: [CH2:1]([NH:8][C:9]1([C:12]2[CH:13]=[CH:14][C:15]([C:18]#[C:19][C:27]3[CH:28]=[CH:29][C:24]([C:23]([O:22][CH2:20][CH3:21])=[O:31])=[CH:25][CH:26]=3)=[CH:16][CH:17]=2)[CH2:11][CH2:10]1)[C:2]1[CH:3]=[CH:4][CH:5]=[CH:6][CH:7]=1. The catalyst class is: 337. (3) Reactant: CC([O-])(C)C.[K+].CC1C=CC(S([CH2:17][N+:18]#[C-])(=O)=O)=CC=1.[F:20][C:21]1[CH:22]=[C:23]([CH:26]=[CH:27][C:28]=1[O:29][CH3:30])[CH:24]=O.CO. Product: [F:20][C:21]1[CH:22]=[C:23]([CH2:24][C:17]#[N:18])[CH:26]=[CH:27][C:28]=1[O:29][CH3:30]. The catalyst class is: 20.